Dataset: Full USPTO retrosynthesis dataset with 1.9M reactions from patents (1976-2016). Task: Predict the reactants needed to synthesize the given product. (1) Given the product [C:3]([NH2:17])(=[O:4])[CH:2]([CH3:1])[OH:9].[CH:11]([NH2:18])([NH2:17])[CH2:12][CH2:13][CH2:14][CH2:15][CH3:16], predict the reactants needed to synthesize it. The reactants are: [CH3:1][C@@H:2]1[O:9][C:3](=[O:4])[C@H:2]([CH3:1])[O:9][C:3]1=[O:4].[CH:11]([NH2:18])([NH2:17])[CH2:12][CH2:13][CH2:14][CH2:15][CH3:16]. (2) The reactants are: [NH2:1][CH2:2][CH2:3][CH2:4][N:5]([CH3:35])[C@@H:6]1[CH2:13][N:12]2[C:14]3[CH:15]=[C:16]([C:27]([O:29][CH3:30])=[O:28])[CH:17]=[CH:18][C:19]=3[C:20]([CH:21]3[CH2:26][CH2:25][CH2:24][CH2:23][CH2:22]3)=[C:11]2[C:10]2[CH:31]=[CH:32][CH:33]=[CH:34][C:9]=2[O:8][CH2:7]1.[CH:36](OCC(F)(F)F)=O. Given the product [CH:21]1([C:20]2[C:19]3[CH:18]=[CH:17][C:16]([C:27]([O:29][CH3:30])=[O:28])=[CH:15][C:14]=3[N:12]3[C:11]=2[C:10]2[CH:31]=[CH:32][CH:33]=[CH:34][C:9]=2[O:8][CH2:7][C@H:6]([N:5]([CH3:35])[CH2:4][CH2:3][CH2:2][NH:1][CH3:36])[CH2:13]3)[CH2:26][CH2:25][CH2:24][CH2:23][CH2:22]1, predict the reactants needed to synthesize it.